This data is from NCI-60 drug combinations with 297,098 pairs across 59 cell lines. The task is: Regression. Given two drug SMILES strings and cell line genomic features, predict the synergy score measuring deviation from expected non-interaction effect. (1) Drug 1: CCC(=C(C1=CC=CC=C1)C2=CC=C(C=C2)OCCN(C)C)C3=CC=CC=C3.C(C(=O)O)C(CC(=O)O)(C(=O)O)O. Drug 2: CCC1=C2CN3C(=CC4=C(C3=O)COC(=O)C4(CC)O)C2=NC5=C1C=C(C=C5)O. Cell line: K-562. Synergy scores: CSS=27.8, Synergy_ZIP=6.10, Synergy_Bliss=10.3, Synergy_Loewe=-3.07, Synergy_HSA=2.80. (2) Drug 1: CC1=C(C(=CC=C1)Cl)NC(=O)C2=CN=C(S2)NC3=CC(=NC(=N3)C)N4CCN(CC4)CCO. Drug 2: CC1CCC2CC(C(=CC=CC=CC(CC(C(=O)C(C(C(=CC(C(=O)CC(OC(=O)C3CCCCN3C(=O)C(=O)C1(O2)O)C(C)CC4CCC(C(C4)OC)OCCO)C)C)O)OC)C)C)C)OC. Cell line: HT29. Synergy scores: CSS=2.11, Synergy_ZIP=2.95, Synergy_Bliss=5.46, Synergy_Loewe=1.19, Synergy_HSA=1.44. (3) Drug 1: C1=CC=C(C=C1)NC(=O)CCCCCCC(=O)NO. Drug 2: C1CN(CCN1C(=O)CCBr)C(=O)CCBr. Cell line: HT29. Synergy scores: CSS=24.0, Synergy_ZIP=-1.37, Synergy_Bliss=7.97, Synergy_Loewe=-0.832, Synergy_HSA=7.81. (4) Drug 1: C1CC(=O)NC(=O)C1N2CC3=C(C2=O)C=CC=C3N. Drug 2: C1C(C(OC1N2C=NC3=C(N=C(N=C32)Cl)N)CO)O. Cell line: A498. Synergy scores: CSS=5.10, Synergy_ZIP=-2.39, Synergy_Bliss=0.456, Synergy_Loewe=1.52, Synergy_HSA=1.41. (5) Drug 1: COC1=NC(=NC2=C1N=CN2C3C(C(C(O3)CO)O)O)N. Drug 2: CC1CCC2CC(C(=CC=CC=CC(CC(C(=O)C(C(C(=CC(C(=O)CC(OC(=O)C3CCCCN3C(=O)C(=O)C1(O2)O)C(C)CC4CCC(C(C4)OC)O)C)C)O)OC)C)C)C)OC. Cell line: HCT-15. Synergy scores: CSS=4.37, Synergy_ZIP=-4.09, Synergy_Bliss=-0.719, Synergy_Loewe=-17.5, Synergy_HSA=-2.96. (6) Drug 1: CC12CCC3C(C1CCC2=O)CC(=C)C4=CC(=O)C=CC34C. Drug 2: CCC1(C2=C(COC1=O)C(=O)N3CC4=CC5=C(C=CC(=C5CN(C)C)O)N=C4C3=C2)O.Cl. Cell line: HS 578T. Synergy scores: CSS=55.6, Synergy_ZIP=0.0212, Synergy_Bliss=-0.438, Synergy_Loewe=-4.78, Synergy_HSA=-0.871. (7) Drug 1: CC(CN1CC(=O)NC(=O)C1)N2CC(=O)NC(=O)C2. Drug 2: CC(C)CN1C=NC2=C1C3=CC=CC=C3N=C2N. Cell line: BT-549. Synergy scores: CSS=7.41, Synergy_ZIP=-1.98, Synergy_Bliss=0.847, Synergy_Loewe=-1.08, Synergy_HSA=-1.14.